Dataset: Forward reaction prediction with 1.9M reactions from USPTO patents (1976-2016). Task: Predict the product of the given reaction. (1) The product is: [CH3:1][C:2]1[CH:3]=[C:4]([CH:16]=[CH:17][CH:18]=1)[CH2:5][C:6]1[O:10][N:9]=[C:8]([C:11]([OH:13])=[O:12])[CH:7]=1. Given the reactants [CH3:1][C:2]1[CH:3]=[C:4]([CH:16]=[CH:17][CH:18]=1)[CH2:5][C:6]1[O:10][N:9]=[C:8]([C:11]([O:13]CC)=[O:12])[CH:7]=1.C(O)C.[OH-].[Na+], predict the reaction product. (2) The product is: [Si:18]([O:6][CH2:7][C@H:8]1[CH2:12][O:11][C:10](=[O:13])[NH:9]1)([C:14]([CH3:17])([CH3:16])[CH3:15])([C:25]1[CH:26]=[CH:27][CH:28]=[CH:29][CH:30]=1)[C:19]1[CH:24]=[CH:23][CH:22]=[CH:21][CH:20]=1. Given the reactants N1C=CN=C1.[OH:6][CH2:7][C@H:8]1[CH2:12][O:11][C:10](=[O:13])[NH:9]1.[C:14]([Si:18](Cl)([C:25]1[CH:30]=[CH:29][CH:28]=[CH:27][CH:26]=1)[C:19]1[CH:24]=[CH:23][CH:22]=[CH:21][CH:20]=1)([CH3:17])([CH3:16])[CH3:15], predict the reaction product. (3) Given the reactants C[O:2][C:3]1[CH:4]=[C:5]2[C:9](=[CH:10][CH:11]=1)[CH2:8][CH:7]([C:12]1[CH:13]=[C:14]([CH:19]=[CH:20][CH:21]=1)[C:15]([O:17][CH3:18])=[O:16])[CH2:6]2.B(Br)(Br)Br, predict the reaction product. The product is: [OH:2][C:3]1[CH:4]=[C:5]2[C:9](=[CH:10][CH:11]=1)[CH2:8][CH:7]([C:12]1[CH:13]=[C:14]([CH:19]=[CH:20][CH:21]=1)[C:15]([O:17][CH3:18])=[O:16])[CH2:6]2. (4) Given the reactants [C:1]([NH:4][CH2:5][CH2:6][CH2:7][N:8]1[C:12]([CH2:13]CN)=[CH:11][S:10][C:9]1=[N:16][C:17](=[O:28])[C:18]1[CH:23]=[CH:22][C:21]([O:24][CH3:25])=[CH:20][C:19]=1[O:26][CH3:27])(=[O:3])[CH3:2].C([N:31](CC)CC)C.[C:36]1([CH3:46])[CH:41]=[CH:40][C:39]([S:42](Cl)(=[O:44])=[O:43])=[CH:38][CH:37]=1.C(O)(=O)CC(CC(O)=O)(C(O)=O)O, predict the reaction product. The product is: [C:1]([NH:4][CH2:5][CH2:6][CH2:7][N:8]1[C:12]([CH2:13][NH:31][S:42]([C:39]2[CH:40]=[CH:41][C:36]([CH3:46])=[CH:37][CH:38]=2)(=[O:44])=[O:43])=[CH:11][S:10][C:9]1=[N:16][C:17](=[O:28])[C:18]1[CH:23]=[CH:22][C:21]([O:24][CH3:25])=[CH:20][C:19]=1[O:26][CH3:27])(=[O:3])[CH3:2]. (5) Given the reactants [C:1](N1C=CC=CC1=O)(N1C=CC=CC1=O)=[S:2].[CH3:17][O:18][CH2:19][C:20]1[N:25]=[CH:24][N:23]=[C:22]([NH2:26])[CH:21]=1, predict the reaction product. The product is: [N:26]([C:22]1[CH:21]=[C:20]([CH2:19][O:18][CH3:17])[N:25]=[CH:24][N:23]=1)=[C:1]=[S:2]. (6) Given the reactants [C:1]1([OH:7])[CH:6]=[CH:5][CH:4]=[CH:3][CH:2]=1.[Cl:8][C:9]1[CH:10]=[C:11]([CH:16](O)[CH:17]2[CH2:20][N:19]([C:21]([O:23][C:24]([CH3:27])([CH3:26])[CH3:25])=[O:22])[CH2:18]2)[CH:12]=[CH:13][C:14]=1[Cl:15].C1(P(C2C=CC=CC=2)C2C=CC=CC=2)C=CC=CC=1.N(C(OC(C)C)=O)=NC(OC(C)C)=O, predict the reaction product. The product is: [Cl:8][C:9]1[CH:10]=[C:11]([CH:16]([O:7][C:1]2[CH:6]=[CH:5][CH:4]=[CH:3][CH:2]=2)[CH:17]2[CH2:20][N:19]([C:21]([O:23][C:24]([CH3:27])([CH3:26])[CH3:25])=[O:22])[CH2:18]2)[CH:12]=[CH:13][C:14]=1[Cl:15].